Dataset: Forward reaction prediction with 1.9M reactions from USPTO patents (1976-2016). Task: Predict the product of the given reaction. Given the reactants [OH-].[Na+].[CH2:3]([NH:10][C:11](=[O:33])[N:12]([C:14]1[CH:19]=[CH:18][N:17]=[C:16]([C:20]2[CH:25]=[CH:24][C:23]([CH2:26][CH2:27][C:28]([O:30]CC)=[O:29])=[CH:22][CH:21]=2)[CH:15]=1)[CH3:13])[CH2:4][CH2:5][CH2:6][CH2:7][CH2:8][CH3:9].O1CCCC1.CO.O, predict the reaction product. The product is: [C:28]([O-:30])(=[O:29])[CH3:27].[C:28]([CH2:27][CH2:26][C:23]1[CH:24]=[CH:25][C:20]([C:16]2[CH:15]=[C:14]([N:12]([CH3:13])[C:11]([NH:10][CH2:3][CH2:4][CH2:5][CH2:6][CH2:7][CH2:8][CH3:9])=[O:33])[CH:19]=[CH:18][NH+:17]=2)=[CH:21][CH:22]=1)([OH:30])=[O:29].